This data is from hERG potassium channel inhibition data for cardiac toxicity prediction from Karim et al.. The task is: Regression/Classification. Given a drug SMILES string, predict its toxicity properties. Task type varies by dataset: regression for continuous values (e.g., LD50, hERG inhibition percentage) or binary classification for toxic/non-toxic outcomes (e.g., AMES mutagenicity, cardiotoxicity, hepatotoxicity). Dataset: herg_karim. (1) The compound is O=C(c1cccc(Cl)c1Cl)N(C1=CCOC=C1)[C@H]1CCNC1. The result is 0 (non-blocker). (2) The molecule is COc1ncc(-c2cccc3c2CC(NC(=O)c2ccc(COCC(F)(F)F)nc2)CO3)cn1. The result is 0 (non-blocker). (3) The drug is Cn1c(=O)sc2ccc(-c3ccc(C[C@@H](C#N)NC(=O)[C@@H]4CNCCCO4)cc3)cc21. The result is 0 (non-blocker).